Dataset: Forward reaction prediction with 1.9M reactions from USPTO patents (1976-2016). Task: Predict the product of the given reaction. Given the reactants CS(C)=O.[H-].[Na+].[I-].[CH3:8][S+](C)C.[F:12][C:13]([F:24])([F:23])[C:14]([C:16]1[CH:21]=[CH:20][C:19]([F:22])=[CH:18][CH:17]=1)=[O:15], predict the reaction product. The product is: [F:24][C:13]([F:12])([F:23])[C:14]1([C:16]2[CH:17]=[CH:18][C:19]([F:22])=[CH:20][CH:21]=2)[CH2:8][O:15]1.